The task is: Predict the reaction yield, written as a fraction of the theoretical maximum amount of product (1.0 means a 100% yield; for example, 0.34 means a 34% yield).. This data is from Reaction yield outcomes from USPTO patents with 853,638 reactions. (1) The reactants are [F:1][C:2]1[CH:3]=[N:4][NH:5][CH:6]=1.C(=O)([O-])[O-].[K+].[K+].F[C:14]1[CH:19]=[CH:18][C:17]([N+:20]([O-:22])=[O:21])=[CH:16][CH:15]=1. The catalyst is C(#N)C. The product is [F:1][C:2]1[CH:3]=[N:4][N:5]([C:14]2[CH:19]=[CH:18][C:17]([N+:20]([O-:22])=[O:21])=[CH:16][CH:15]=2)[CH:6]=1. The yield is 0.670. (2) The reactants are [CH:1]1[C:10]2[C:5](=[CH:6][CH:7]=[CH:8][CH:9]=2)[CH:4]=[CH:3][C:2]=1[C:11]#[C:12][CH:13]([OH:17])[CH2:14][CH:15]=[CH2:16]. The catalyst is C1(C)C=CC=CC=1.[Pt](Cl)Cl. The product is [CH:1]1[C:10]2[C:5](=[CH:6][CH:7]=[CH:8][CH:9]=2)[CH:4]=[CH:3][C:2]=1[C:11]12[CH2:16][CH:15]1[CH2:14][C:13](=[O:17])[CH2:12]2. The yield is 0.640. (3) The reactants are Cl[C:2]1[C:11]2[CH2:10][CH2:9][CH2:8][CH2:7][C:6]=2[N:5]=[C:4]([C:12]2[CH:17]=[CH:16][CH:15]=[CH:14][C:13]=2[C:18]([F:21])([F:20])[F:19])[N:3]=1.[NH2:22][CH2:23][CH2:24][NH:25][C:26]1[CH:33]=[CH:32][C:29]([C:30]#[N:31])=[CH:28][N:27]=1. The catalyst is C(O)C. The product is [F:19][C:18]([F:21])([F:20])[C:13]1[CH:14]=[CH:15][CH:16]=[CH:17][C:12]=1[C:4]1[N:3]=[C:2]([NH:22][CH2:23][CH2:24][NH:25][C:26]2[CH:33]=[CH:32][C:29]([C:30]#[N:31])=[CH:28][N:27]=2)[C:11]2[CH2:10][CH2:9][CH2:8][CH2:7][C:6]=2[N:5]=1. The yield is 0.500. (4) The reactants are C[O:2][C:3]([C:5]1([C:18]2[CH:23]=[CH:22][C:21]([Cl:24])=[CH:20][CH:19]=2)[CH2:10][CH2:9][N:8]([C:11]([O:13][C:14]([CH3:17])([CH3:16])[CH3:15])=[O:12])[CH2:7][CH2:6]1)=O.[H-].[Al+3].[Li+].[H-].[H-].[H-].O. The catalyst is CCOCC. The yield is 0.460. The product is [C:14]([O:13][C:11]([N:8]1[CH2:7][CH2:6][C:5]([C:18]2[CH:23]=[CH:22][C:21]([Cl:24])=[CH:20][CH:19]=2)([CH2:3][OH:2])[CH2:10][CH2:9]1)=[O:12])([CH3:17])([CH3:15])[CH3:16]. (5) The reactants are [F:1][C:2]1[CH:30]=[C:29]([N+:31]([O-])=O)[C:28]([F:34])=[CH:27][C:3]=1[O:4][C:5]1[CH:10]=[CH:9][N:8]=[C:7]([N:11]([C:19]([O:21][C:22]([CH3:25])([CH3:24])[CH3:23])=[O:20])[C:12]([O:14][C:15]([CH3:18])([CH3:17])[CH3:16])=[O:13])[C:6]=1[I:26]. The yield is 0.970. The product is [F:1][C:2]1[CH:30]=[C:29]([NH2:31])[C:28]([F:34])=[CH:27][C:3]=1[O:4][C:5]1[CH:10]=[CH:9][N:8]=[C:7]([N:11]([C:12]([O:14][C:15]([CH3:16])([CH3:17])[CH3:18])=[O:13])[C:19]([O:21][C:22]([CH3:23])([CH3:24])[CH3:25])=[O:20])[C:6]=1[I:26]. The catalyst is CCOC(C)=O.[OH-].[OH-].[Pd+2]. (6) The reactants are [Cl:1][C:2]1[CH:7]=[C:6]([F:8])[CH:5]=[C:4]([F:9])[C:3]=1[O:10][CH3:11].C([Li])CCC.[I:17]I.OS([O-])=O.[Na+]. The catalyst is C1COCC1.CCOCC. The product is [Cl:1][C:2]1[CH:7]=[C:6]([F:8])[C:5]([I:17])=[C:4]([F:9])[C:3]=1[O:10][CH3:11]. The yield is 0.910. (7) The reactants are Br[C:2]1[C:10]2[O:9][CH2:8][CH:7]([C:11]3[CH:16]=[CH:15][C:14]([CH:17]([CH3:19])[CH3:18])=[CH:13][CH:12]=3)[C:6]=2[C:5]([CH3:20])=[C:4]([NH:21][C:22](=[O:28])[CH2:23][C:24]([CH3:27])([CH3:26])[CH3:25])[C:3]=1[CH3:29].[O:30]1[CH:34]=[CH:33][C:32](B(O)O)=[CH:31]1. No catalyst specified. The product is [O:30]1[CH:34]=[CH:33][C:32]([C:2]2[C:10]3[O:9][CH2:8][CH:7]([C:11]4[CH:12]=[CH:13][C:14]([CH:17]([CH3:18])[CH3:19])=[CH:15][CH:16]=4)[C:6]=3[C:5]([CH3:20])=[C:4]([NH:21][C:22](=[O:28])[CH2:23][C:24]([CH3:26])([CH3:25])[CH3:27])[C:3]=2[CH3:29])=[CH:31]1. The yield is 0.510. (8) The reactants are Br[C:2]1[CH:7]=[CH:6][CH:5]=[CH:4][C:3]=1[N+:8]([O-:10])=[O:9].[Cl:11][C:12]1[CH:17]=[CH:16][C:15](B(O)O)=[C:14]([CH3:21])[CH:13]=1.C(=O)([O-])[O-].[K+].[K+].COCCOC. The catalyst is C1C=CC([P]([Pd]([P](C2C=CC=CC=2)(C2C=CC=CC=2)C2C=CC=CC=2)([P](C2C=CC=CC=2)(C2C=CC=CC=2)C2C=CC=CC=2)[P](C2C=CC=CC=2)(C2C=CC=CC=2)C2C=CC=CC=2)(C2C=CC=CC=2)C2C=CC=CC=2)=CC=1.O. The product is [Cl:11][C:12]1[CH:17]=[CH:16][C:15]([C:2]2[CH:7]=[CH:6][CH:5]=[CH:4][C:3]=2[N+:8]([O-:10])=[O:9])=[C:14]([CH3:21])[CH:13]=1. The yield is 0.950. (9) The reactants are [Br:1][C:2]1[CH:27]=[CH:26][C:5]([O:6][C:7]2[C:8]3[CH:23]=[CH:22][C:21]([O:24]C)=[CH:20][C:9]=3[S:10][C:11]=2[C:12]2[CH:17]=[CH:16][C:15]([O:18]C)=[CH:14][CH:13]=2)=[CH:4][CH:3]=1.B(Br)(Br)Br. The catalyst is C(Cl)Cl. The product is [Br:1][C:2]1[CH:27]=[CH:26][C:5]([O:6][C:7]2[C:8]3[CH:23]=[CH:22][C:21]([OH:24])=[CH:20][C:9]=3[S:10][C:11]=2[C:12]2[CH:13]=[CH:14][C:15]([OH:18])=[CH:16][CH:17]=2)=[CH:4][CH:3]=1. The yield is 0.770.